From a dataset of Catalyst prediction with 721,799 reactions and 888 catalyst types from USPTO. Predict which catalyst facilitates the given reaction. (1) Reactant: [CH3:1][C:2]1[C:3](=[O:10])[NH:4][C:5](=[S:9])[NH:6][C:7]=1[CH3:8].[OH-].[Na+].CI.[C:15](O)(=O)C. Product: [CH3:1][C:2]1[C:3](=[O:10])[NH:4][C:5]([S:9][CH3:15])=[N:6][C:7]=1[CH3:8]. The catalyst class is: 6. (2) Reactant: ClC1C=CC(C2C3C(C)=NN(C4CN(C(OC(C)(C)C)=O)C4)C=3C(=O)N2C2C=C(C)C3N(C(C)=NN=3)C=2)=CC=1.CC(O)C.[Cl:44][C:45]1[CH:50]=[CH:49][C:48]([CH:51]2[C:58]3[C:57]([CH2:59][OH:60])=[N:56][N:55]([CH:61]4[CH2:63][CH2:62]4)[C:54]=3[C:53](=[O:64])[N:52]2[C:65]2[CH:66]=[C:67]([CH3:75])[C:68]3[N:69]([C:71]([CH3:74])=[N:72][N:73]=3)[CH:70]=2)=[CH:47][CH:46]=1. Product: [Cl:44][C:45]1[CH:46]=[CH:47][C:48]([C@@H:51]2[C:58]3[C:57]([CH2:59][OH:60])=[N:56][N:55]([CH:61]4[CH2:62][CH2:63]4)[C:54]=3[C:53](=[O:64])[N:52]2[C:65]2[CH:66]=[C:67]([CH3:75])[C:68]3[N:69]([C:71]([CH3:74])=[N:72][N:73]=3)[CH:70]=2)=[CH:49][CH:50]=1. The catalyst class is: 27. (3) Reactant: C([Si](C)(C)[O:6][CH2:7][CH2:8][O:9][C:10]1[C:15]([CH3:16])=[CH:14][C:13]([C:17]2[NH:26][C:25](=[O:27])[C:24]3[C:19](=[CH:20][C:21]([F:29])=[CH:22][C:23]=3F)[N:18]=2)=[CH:12][C:11]=1[CH3:30])(C)(C)C.[CH3:33][O-:34].[Na+].CO.O. Product: [F:29][C:21]1[CH:20]=[C:19]2[C:24]([C:25](=[O:27])[NH:26][C:17]([C:13]3[CH:12]=[C:11]([CH3:30])[C:10]([O:9][CH2:8][CH2:7][OH:6])=[C:15]([CH3:16])[CH:14]=3)=[N:18]2)=[C:23]([O:34][CH3:33])[CH:22]=1. The catalyst class is: 640. (4) Reactant: [NH:1]1[C:9]2[C:4](=[CH:5][C:6]([NH:10][C:11]3[C:12]4[C:19]5[CH2:20][CH2:21][CH:22]([C:24](O)=[O:25])[CH2:23][C:18]=5[S:17][C:13]=4[N:14]=[CH:15][N:16]=3)=[CH:7][CH:8]=2)[CH:3]=[N:2]1.[F:27][C:28]([F:38])([F:37])[C:29]1[CH:30]=[C:31]([CH:34]=[CH:35][CH:36]=1)[CH2:32][NH2:33].C(N(CC)C(C)C)(C)C.C(P1(=O)OP(CCC)(=O)OP(CCC)(=O)O1)CC.C(P(OP(CCC)=O)=O)CC. Product: [NH:1]1[C:9]2[C:4](=[CH:5][C:6]([NH:10][C:11]3[C:12]4[C:19]5[CH2:20][CH2:21][CH:22]([C:24]([NH:33][CH2:32][C:31]6[CH:34]=[CH:35][CH:36]=[C:29]([C:28]([F:27])([F:37])[F:38])[CH:30]=6)=[O:25])[CH2:23][C:18]=5[S:17][C:13]=4[N:14]=[CH:15][N:16]=3)=[CH:7][CH:8]=2)[CH:3]=[N:2]1. The catalyst class is: 42. (5) Product: [Cl:17][C:14]1[CH:15]=[C:16]2[C:11](=[CH:12][CH:13]=1)[NH:10][C:9](=[O:18])[C:8]2=[CH:7][C:5]1[O:6][C:2]([C:33]2[CH:47]=[CH:46][C:36]([O:37][CH2:38][CH2:39][N:40]3[CH2:41][CH2:42][O:43][CH2:44][CH2:45]3)=[CH:35][CH:34]=2)=[CH:3][CH:4]=1. Reactant: Br[C:2]1[O:6][C:5]([CH:7]=[C:8]2[C:16]3[C:11](=[CH:12][CH:13]=[C:14]([Cl:17])[CH:15]=3)[NH:10][C:9]2=[O:18])=[CH:4][CH:3]=1.C([O-])([O-])=O.[Cs+].[Cs+].CC1(C)C(C)(C)OB([C:33]2[CH:47]=[CH:46][C:36]([O:37][CH2:38][CH2:39][N:40]3[CH2:45][CH2:44][O:43][CH2:42][CH2:41]3)=[CH:35][CH:34]=2)O1. The catalyst class is: 38. (6) Reactant: ClCC1C=CC([C@H](C2C=CC(Cl)=CC=2)[N:10]2[CH2:13][C:12](=[C:14]([C:19]3[CH:24]=[C:23]([F:25])[CH:22]=[C:21]([F:26])[CH:20]=3)[S:15]([CH3:18])(=[O:17])=[O:16])[CH2:11]2)=CC=1.N1CCC[C@@H]1CO. Product: [F:26][C:21]1[CH:20]=[C:19]([C:14](=[C:12]2[CH2:13][NH:10][CH2:11]2)[S:15]([CH3:18])(=[O:17])=[O:16])[CH:24]=[C:23]([F:25])[CH:22]=1. The catalyst class is: 4. (7) Reactant: [C:1]12([C:11]3[C:12](=O)[C:13]4[C:21](=[CH:22][CH:23]=3)[C:20]3[C:15](=[CH:16][C:17]([C:24]56[CH2:33][CH:28]7[CH2:29][CH:30]([CH2:32][CH:26]([CH2:27]7)[CH2:25]5)[CH2:31]6)=[CH:18][CH:19]=3)[CH:14]=4)[CH2:10][CH:5]3[CH2:6][CH:7]([CH2:9][CH:3]([CH2:4]3)[CH2:2]1)[CH2:8]2.[C:35]([OH:43])(=[O:42])[C:36]1[CH:41]=[CH:40][CH:39]=[CH:38][CH:37]=1.CS(O)(=O)=O.O=P12OP3(OP(OP(O3)(O1)=O)(=O)O2)=O. Product: [C:24]12([C:17]3[CH:18]=[CH:19][C:20]4[C:21]5[C:13](=[CH:12][C:11]([C:1]67[CH2:10][CH:5]8[CH2:6][CH:7]([CH2:9][CH:3]([CH2:4]8)[CH2:2]6)[CH2:8]7)=[CH:23][CH:22]=5)[C:14]([C:37]5[C:36]([C:35]([OH:43])=[O:42])=[CH:41][CH:40]=[CH:39][CH:38]=5)([C:41]5[C:36]([C:35]([OH:43])=[O:42])=[CH:37][CH:38]=[CH:39][CH:40]=5)[C:15]=4[CH:16]=3)[CH2:31][CH:30]3[CH2:32][CH:26]([CH2:27][CH:28]([CH2:29]3)[CH2:33]1)[CH2:25]2. The catalyst class is: 6.